From a dataset of Forward reaction prediction with 1.9M reactions from USPTO patents (1976-2016). Predict the product of the given reaction. (1) Given the reactants [CH3:1][O:2][C:3]([C:5]1[S:14][C:8]2=[CH:9][N:10]=[CH:11][C:12](Br)=[C:7]2[CH:6]=1)=[O:4], predict the reaction product. The product is: [CH3:1][O:2][C:3]([C:5]1[S:14][C:8]2=[CH:9][N:10]=[CH:11][CH:12]=[C:7]2[CH:6]=1)=[O:4]. (2) Given the reactants [OH:1][C@@:2]1([C:9]#[C:10][C:11]2[CH:12]=[C:13]([C:17]3[N:18]=[C:19]([C:26]([O-:28])=O)[C:20]4[S:25][CH:24]=[CH:23][C:21]=4[N:22]=3)[CH:14]=[CH:15][CH:16]=2)[CH2:6][CH2:5][N:4]([CH3:7])[C:3]1=[O:8].[NH3:29], predict the reaction product. The product is: [OH:1][C@@:2]1([C:9]#[C:10][C:11]2[CH:12]=[C:13]([C:17]3[N:18]=[C:19]([C:26]([NH2:29])=[O:28])[C:20]4[S:25][CH:24]=[CH:23][C:21]=4[N:22]=3)[CH:14]=[CH:15][CH:16]=2)[CH2:6][CH2:5][N:4]([CH3:7])[C:3]1=[O:8].